Dataset: Catalyst prediction with 721,799 reactions and 888 catalyst types from USPTO. Task: Predict which catalyst facilitates the given reaction. (1) Reactant: C([C:3]1[CH:4]=[C:5]2[C:10](=[CH:11][CH:12]=1)[N:9]=[CH:8][N:7]([C:13]1[CH:14]=[C:15]([CH:20]=[CH:21][C:22]=1[CH3:23])[C:16]([O:18][CH3:19])=[O:17])[C:6]2=[O:24])=O.CO[CH:27]([O:30][CH3:31])[O:28][CH3:29].C1(C)C=CC(S(O)(=O)=O)=CC=1. Product: [CH3:31][O:30][CH:27]([O:28][CH3:29])[C:3]1[CH:4]=[C:5]2[C:10](=[CH:11][CH:12]=1)[N:9]=[CH:8][N:7]([C:13]1[CH:14]=[C:15]([CH:20]=[CH:21][C:22]=1[CH3:23])[C:16]([O:18][CH3:19])=[O:17])[C:6]2=[O:24]. The catalyst class is: 5. (2) Reactant: [Br:1][C:2]1[C:3]([CH2:20][N:21]2[CH2:26][CH2:25][O:24][CH2:23][CH2:22]2)=[CH:4][C:5]([O:11][CH2:12][C:13]2[CH:18]=[CH:17][C:16]([F:19])=[CH:15][CH:14]=2)=[C:6]([CH:10]=1)[C:7](O)=[O:8].[NH2:27][C:28]1[CH:29]=[N:30][CH:31]=[CH:32][CH:33]=1.C(N(C(C)C)CC)(C)C.ON1C2N=CC=CC=2N=N1.C(Cl)CCl. Product: [Br:1][C:2]1[C:3]([CH2:20][N:21]2[CH2:22][CH2:23][O:24][CH2:25][CH2:26]2)=[CH:4][C:5]([O:11][CH2:12][C:13]2[CH:18]=[CH:17][C:16]([F:19])=[CH:15][CH:14]=2)=[C:6]([CH:10]=1)[C:7]([NH:27][C:28]1[CH:29]=[N:30][CH:31]=[CH:32][CH:33]=1)=[O:8]. The catalyst class is: 9. (3) Reactant: [NH2:1][CH2:2][CH2:3][CH:4]([CH2:9][C@H:10]([NH:15][C:16]([O:18][C:19]([CH3:22])([CH3:21])[CH3:20])=[O:17])[C:11]([O:13][CH3:14])=[O:12])[C:5](OC)=[O:6].CCN(CC)CC.O. Product: [C:19]([O:18][C:16]([NH:15][C@@H:10]([CH2:9][CH:4]1[CH2:3][CH2:2][NH:1][C:5]1=[O:6])[C:11]([O:13][CH3:14])=[O:12])=[O:17])([CH3:22])([CH3:21])[CH3:20]. The catalyst class is: 1. (4) Reactant: C([O:3][CH2:4][CH2:5][O:6][NH:7][C:8]([C:10]1[S:18][C:17]2[C:16]([F:19])=[CH:15][N:14]=[CH:13][C:12]=2[C:11]=1[NH:20][C:21]1[CH:26]=[CH:25][C:24]([I:27])=[CH:23][C:22]=1[F:28])=[O:9])=C. Product: [OH:3][CH2:4][CH2:5][O:6][NH:7][C:8]([C:10]1[S:18][C:17]2[C:16]([F:19])=[CH:15][N:14]=[CH:13][C:12]=2[C:11]=1[NH:20][C:21]1[CH:26]=[CH:25][C:24]([I:27])=[CH:23][C:22]=1[F:28])=[O:9]. The catalyst class is: 100.